From a dataset of Reaction yield outcomes from USPTO patents with 853,638 reactions. Predict the reaction yield, written as a fraction of the theoretical maximum amount of product (1.0 means a 100% yield; for example, 0.34 means a 34% yield). (1) The reactants are [F:1][C:2]1[CH:7]=[C:6]([S:8][CH3:9])[CH:5]=[CH:4][C:3]=1[NH:10][C:11]1[C:12]([C:19]([NH:21][O:22][CH2:23][CH2:24][O:25]C=C)=[O:20])=[N:13][N:14]([CH3:18])[C:15](=[O:17])[CH:16]=1.Cl. The catalyst is CCO.C1COCC1.CCOC(C)=O. The product is [F:1][C:2]1[CH:7]=[C:6]([S:8][CH3:9])[CH:5]=[CH:4][C:3]=1[NH:10][C:11]1[C:12]([C:19]([NH:21][O:22][CH2:23][CH2:24][OH:25])=[O:20])=[N:13][N:14]([CH3:18])[C:15](=[O:17])[CH:16]=1. The yield is 0.220. (2) The reactants are Br[C:2]1[CH:11]=[N:10][CH:9]=[C:8]2[C:3]=1[CH:4]=[C:5]([C:12]([NH2:14])=[O:13])[CH:6]=[N:7]2.[F:15][C:16]([F:27])([F:26])[C:17]1[CH:22]=[CH:21][C:20](B(O)O)=[CH:19][CH:18]=1.C(=O)([O-])[O-].[Cs+].[Cs+]. The catalyst is O1CCOCC1.O.C1(P([C-]2C=CC=C2)C2C=CC=CC=2)C=CC=CC=1.[C-]1(P(C2C=CC=CC=2)C2C=CC=CC=2)C=CC=C1.[Fe+2].[Pd](Cl)Cl. The product is [F:15][C:16]([F:27])([F:26])[C:17]1[CH:22]=[CH:21][C:20]([C:2]2[CH:11]=[N:10][CH:9]=[C:8]3[C:3]=2[CH:4]=[C:5]([C:12]([NH2:14])=[O:13])[CH:6]=[N:7]3)=[CH:19][CH:18]=1. The yield is 0.720. (3) The reactants are [N+:1]([C:4]1[CH:9]=[CH:8][C:7]([C:10]2[O:11][C:12]3[CH:17]=[CH:16][N:15]=[CH:14][C:13]=3[N:18]=2)=[CH:6][CH:5]=1)([O-])=O.[NH4+].[Cl-].C(OCC)(=O)C.CCN(CC)CC. The catalyst is CO.O.[Fe]. The product is [O:11]1[C:12]2[CH:17]=[CH:16][N:15]=[CH:14][C:13]=2[N:18]=[C:10]1[C:7]1[CH:6]=[CH:5][C:4]([NH2:1])=[CH:9][CH:8]=1. The yield is 0.620. (4) The reactants are C[O:2][C:3]([C:5]1[CH:14]=[C:13]([O:15][CH2:16][C:17](=[O:32])[N:18]([C:20]2[CH:25]=[CH:24][C:23]([CH2:26][C:27]([O:29]CC)=[O:28])=[CH:22][CH:21]=2)[CH3:19])[C:12]2[C:7](=[CH:8][C:9]([Cl:34])=[CH:10][C:11]=2[Cl:33])[CH:6]=1)=[O:4].[Li+].[OH-]. No catalyst specified. The product is [C:27]([CH2:26][C:23]1[CH:22]=[CH:21][C:20]([N:18]([CH3:19])[C:17]([CH2:16][O:15][C:13]2[C:12]3[C:7](=[CH:8][C:9]([Cl:34])=[CH:10][C:11]=3[Cl:33])[CH:6]=[C:5]([C:3]([OH:4])=[O:2])[CH:14]=2)=[O:32])=[CH:25][CH:24]=1)([OH:29])=[O:28]. The yield is 0.720. (5) The reactants are [CH3:1][O:2][C:3]([N:5]1[CH2:10][C:9](=[O:11])[N:8]2[CH:12]([C:15](=O)[NH:16][CH2:17][C:18]([C:20]3[CH:25]=[CH:24][C:23]([Br:26])=[CH:22][CH:21]=3)=O)[CH2:13][CH2:14][CH:7]2[CH2:6]1)=[O:4].C([O-])(=O)C.[NH4+:32]. No catalyst specified. The product is [CH3:1][O:2][C:3]([N:5]1[CH2:10][C:9](=[O:11])[N:8]2[CH:12]([C:15]3[NH:32][C:18]([C:20]4[CH:25]=[CH:24][C:23]([Br:26])=[CH:22][CH:21]=4)=[CH:17][N:16]=3)[CH2:13][CH2:14][CH:7]2[CH2:6]1)=[O:4]. The yield is 0.600. (6) The reactants are C[O:2][CH:3](OC)[C:4]1[NH:5][CH:6]=[C:7]([C:9]([F:12])([F:11])[F:10])[N:8]=1.[OH-].[Na+]. The catalyst is S(=O)(=O)(O)O. The product is [F:12][C:9]([F:10])([F:11])[C:7]1[N:8]=[C:4]([CH:3]=[O:2])[NH:5][CH:6]=1. The yield is 0.670. (7) The catalyst is C(OCC)(=O)C.[Pd]. The reactants are [F:1][C:2]1[CH:3]=[C:4]([N+:14]([O-])=O)[CH:5]=[CH:6][C:7]=1[N:8]1[CH2:13][CH2:12][O:11][CH2:10][CH2:9]1.C([O-])=O.[NH4+]. The product is [F:1][C:2]1[CH:3]=[C:4]([CH:5]=[CH:6][C:7]=1[N:8]1[CH2:13][CH2:12][O:11][CH2:10][CH2:9]1)[NH2:14]. The yield is 0.950. (8) The reactants are C([O:8][C@@H:9]1[C@@H:40]([O:41]CC2C=CC=CC=2)[C@H:39]([O:49][C@H:50]2[O:79][C@H:78]([CH3:80])[C@@H:69]([O:70]CC3C=CC=CC=3)[C@H:60]([O:61]CC3C=CC=CC=3)[C@H:51]2[O:52]CC2C=CC=CC=2)[C@@H:38]([CH2:81][O:82]CC2C=CC=CC=2)[O:37][C@@H:10]1[O:11][C@H:12]1[C@H:16]([F:17])[CH2:15][N:14](C(OCC2C=CC=CC=2)=O)[C@@H:13]1[CH2:28][O:29]CC1C=CC=CC=1)C1C=CC=CC=1. The product is [C@H:50]1([O:49][C@@H:39]2[C@@H:38]([CH2:81][OH:82])[O:37][C@H:10]([O:11][C@H:12]3[C@H:16]([F:17])[CH2:15][NH:14][C@@H:13]3[CH2:28][OH:29])[C@H:9]([OH:8])[C@H:40]2[OH:41])[O:79][C@H:78]([CH3:80])[C@@H:69]([OH:70])[C@H:60]([OH:61])[C@H:51]1[OH:52]. The catalyst is CO.Cl.[OH-].[Pd+2].[OH-].[C]. The yield is 0.650. (9) The reactants are [C:1]([O:8][CH3:9])(=[O:7])[CH2:2][CH2:3][C:4]([O-:6])=O.[Si:10](OC1C=C(B(O)O)C=CC=1)([C:13]([CH3:16])([CH3:15])[CH3:14])([CH3:12])[CH3:11].[C:40]1(P([C:40]2[CH:45]=[CH:44][CH:43]=[CH:42][CH:41]=2)[C:40]2[CH:45]=[CH:44][CH:43]=[CH:42][CH:41]=2)[CH:45]=[CH:44][CH:43]=[CH:42][CH:41]=1.O.C(OC(=O)C(C)(C)C)(=[O:52])C(C)(C)C. The catalyst is C1COCC1.C([O-])(=O)C.[Pd+2].C([O-])(=O)C. The product is [CH3:9][O:8][C:1](=[O:7])[CH2:2][CH2:3][C:4]([CH:41]1[CH:42]=[CH:43][CH:44]=[C:45]([Si:10]([C:13]([CH3:16])([CH3:15])[CH3:14])([CH3:12])[CH3:11])[C:40]1=[O:52])=[O:6]. The yield is 0.230. (10) The reactants are [C:1](OCC)(=O)CC([O-])=O.[O-]CC.[Mg+2].[O-]CC.S(Cl)(Cl)=O.[N+:21]([C:24]1[CH:29]=[CH:28][C:27]([CH2:30][C:31]([OH:33])=O)=[CH:26][CH:25]=1)([O-:23])=[O:22]. The catalyst is O.COC(C)(C)C.C(O)C. The product is [N+:21]([C:24]1[CH:25]=[CH:26][C:27]([CH2:30][C:31](=[O:33])[CH3:1])=[CH:28][CH:29]=1)([O-:23])=[O:22]. The yield is 0.750.